This data is from Catalyst prediction with 721,799 reactions and 888 catalyst types from USPTO. The task is: Predict which catalyst facilitates the given reaction. Reactant: C(O[C:6](=O)[N:7]([CH2:9][CH2:10][N:11]1[C:15]2[CH:16]=[CH:17][C:18]([C:20](=[O:28])[NH:21][CH2:22][CH2:23][O:24][CH2:25][CH2:26][OH:27])=[CH:19][C:14]=2[N:13]=[C:12]1[NH:29][C:30]1[S:31][C:32]2[CH:38]=[C:37]([Cl:39])[CH:36]=[CH:35][C:33]=2[N:34]=1)C)(C)(C)C. Product: [ClH:39].[ClH:39].[OH:27][CH2:26][CH2:25][O:24][CH2:23][CH2:22][NH:21][C:20]([C:18]1[CH:17]=[CH:16][C:15]2[N:11]([CH2:10][CH2:9][NH:7][CH3:6])[C:12]([NH:29][C:30]3[S:31][C:32]4[CH:38]=[C:37]([Cl:39])[CH:36]=[CH:35][C:33]=4[N:34]=3)=[N:13][C:14]=2[CH:19]=1)=[O:28]. The catalyst class is: 89.